Dataset: NCI-60 drug combinations with 297,098 pairs across 59 cell lines. Task: Regression. Given two drug SMILES strings and cell line genomic features, predict the synergy score measuring deviation from expected non-interaction effect. (1) Drug 1: CN1C2=C(C=C(C=C2)N(CCCl)CCCl)N=C1CCCC(=O)O.Cl. Drug 2: CC1=C(C(=O)C2=C(C1=O)N3CC4C(C3(C2COC(=O)N)OC)N4)N. Cell line: BT-549. Synergy scores: CSS=20.2, Synergy_ZIP=-0.114, Synergy_Bliss=-0.557, Synergy_Loewe=-16.3, Synergy_HSA=-0.332. (2) Drug 1: CC1=C2C(C(=O)C3(C(CC4C(C3C(C(C2(C)C)(CC1OC(=O)C(C(C5=CC=CC=C5)NC(=O)C6=CC=CC=C6)O)O)OC(=O)C7=CC=CC=C7)(CO4)OC(=O)C)O)C)OC(=O)C. Drug 2: CNC(=O)C1=NC=CC(=C1)OC2=CC=C(C=C2)NC(=O)NC3=CC(=C(C=C3)Cl)C(F)(F)F. Cell line: PC-3. Synergy scores: CSS=21.7, Synergy_ZIP=13.6, Synergy_Bliss=9.80, Synergy_Loewe=12.9, Synergy_HSA=10.4. (3) Drug 1: C1C(C(OC1N2C=C(C(=O)NC2=O)F)CO)O. Drug 2: C(CCl)NC(=O)N(CCCl)N=O. Cell line: M14. Synergy scores: CSS=14.9, Synergy_ZIP=-6.16, Synergy_Bliss=-5.60, Synergy_Loewe=-57.4, Synergy_HSA=-2.36. (4) Drug 1: CC1=CC=C(C=C1)C2=CC(=NN2C3=CC=C(C=C3)S(=O)(=O)N)C(F)(F)F. Drug 2: N.N.Cl[Pt+2]Cl. Cell line: MCF7. Synergy scores: CSS=18.8, Synergy_ZIP=-3.83, Synergy_Bliss=1.02, Synergy_Loewe=-5.89, Synergy_HSA=-1.16. (5) Drug 1: CC1=C2C(C(=O)C3(C(CC4C(C3C(C(C2(C)C)(CC1OC(=O)C(C(C5=CC=CC=C5)NC(=O)OC(C)(C)C)O)O)OC(=O)C6=CC=CC=C6)(CO4)OC(=O)C)O)C)O. Drug 2: C1=NNC2=C1C(=O)NC=N2. Cell line: HCT116. Synergy scores: CSS=7.00, Synergy_ZIP=-5.64, Synergy_Bliss=-4.85, Synergy_Loewe=-8.16, Synergy_HSA=-2.81. (6) Drug 1: CCCCC(=O)OCC(=O)C1(CC(C2=C(C1)C(=C3C(=C2O)C(=O)C4=C(C3=O)C=CC=C4OC)O)OC5CC(C(C(O5)C)O)NC(=O)C(F)(F)F)O. Drug 2: CN(C(=O)NC(C=O)C(C(C(CO)O)O)O)N=O. Cell line: T-47D. Synergy scores: CSS=54.5, Synergy_ZIP=1.94, Synergy_Bliss=0.901, Synergy_Loewe=-2.81, Synergy_HSA=2.67. (7) Drug 1: C1=NC2=C(N1)C(=S)N=CN2. Drug 2: C1CN(CCN1C(=O)CCBr)C(=O)CCBr. Cell line: HOP-62. Synergy scores: CSS=46.0, Synergy_ZIP=-2.55, Synergy_Bliss=-4.19, Synergy_Loewe=-19.5, Synergy_HSA=-0.0713.